From a dataset of Full USPTO retrosynthesis dataset with 1.9M reactions from patents (1976-2016). Predict the reactants needed to synthesize the given product. (1) Given the product [CH3:13][O:14][C:15]1[CH:16]=[C:17]([CH2:23][CH2:24][N:25]([CH3:26])[C:10](=[O:12])[CH2:9][CH2:8][C:5]2[CH:4]=[CH:3][C:2]([OH:1])=[CH:7][CH:6]=2)[CH:18]=[CH:19][C:20]=1[O:21][CH3:22], predict the reactants needed to synthesize it. The reactants are: [OH:1][C:2]1[CH:7]=[CH:6][C:5]([CH2:8][CH2:9][C:10]([OH:12])=O)=[CH:4][CH:3]=1.[CH3:13][O:14][C:15]1[CH:16]=[C:17]([CH2:23][CH2:24][NH:25][CH3:26])[CH:18]=[CH:19][C:20]=1[O:21][CH3:22].CN(C(ON1N=NC2C=CC=CC1=2)=[N+](C)C)C.[B-](F)(F)(F)F.CCN(C(C)C)C(C)C.C(=O)([O-])O.[Na+]. (2) Given the product [CH2:1]([O:8][C:9]1[C:10]([CH2:17][CH2:18][CH2:19][CH2:20][CH2:21][CH2:22][CH2:23][CH2:24][CH2:25][CH2:26][CH2:27][CH2:28][CH2:29][CH2:30][CH2:31][CH3:32])=[N:11][C:12]([N:37]([CH3:36])[CH3:33])=[N:13][C:14]=1[CH3:15])[C:2]1[CH:7]=[CH:6][CH:5]=[CH:4][CH:3]=1, predict the reactants needed to synthesize it. The reactants are: [CH2:1]([O:8][C:9]1[C:10]([CH2:17][CH2:18][CH2:19][CH2:20][CH2:21][CH2:22][CH2:23][CH2:24][CH2:25][CH2:26][CH2:27][CH2:28][CH2:29][CH2:30][CH2:31][CH3:32])=[N:11][C:12](N)=[N:13][C:14]=1[CH3:15])[C:2]1[CH:7]=[CH:6][CH:5]=[CH:4][CH:3]=1.[CH2:33]=O.[BH3-][C:36]#[N:37].[Na+]. (3) Given the product [CH:22]1([C:2]2[C:8]3[CH:9]=[CH:10][CH:11]=[CH:12][C:7]=3[O:6][C:5]3[CH:13]=[CH:14][CH:15]=[CH:16][C:4]=3[N:3]=2)[CH2:27][CH2:26][CH2:25][CH2:24][CH2:23]1, predict the reactants needed to synthesize it. The reactants are: Cl[C:2]1[C:8]2[CH:9]=[CH:10][CH:11]=[CH:12][C:7]=2[O:6][C:5]2[CH:13]=[CH:14][CH:15]=[CH:16][C:4]=2[N:3]=1.C1COCC1.[CH:22]1([Mg]Cl)[CH2:27][CH2:26][CH2:25][CH2:24][CH2:23]1. (4) Given the product [CH2:17]([O:16][C:14]([NH:2][CH2:3][CH2:4][C:5]([CH3:10])([CH3:9])[C:6]([OH:8])=[O:7])=[O:15])[CH3:18], predict the reactants needed to synthesize it. The reactants are: Cl.[NH2:2][CH2:3][CH2:4][C:5]([CH3:10])([CH3:9])[C:6]([OH:8])=[O:7].[OH-].[Na+].Cl[C:14]([O:16][CH2:17][CH3:18])=[O:15]. (5) Given the product [N:4]1[CH:5]=[CH:6][CH:7]=[C:2]([NH:1][C:8](=[O:12])[O:9][CH2:10][CH3:11])[CH:3]=1, predict the reactants needed to synthesize it. The reactants are: [NH2:1][C:2]1[CH:3]=[N:4][CH:5]=[CH:6][CH:7]=1.[C:8](Cl)(=[O:12])[O:9][CH2:10][CH3:11].[OH-].[Na+].